This data is from Forward reaction prediction with 1.9M reactions from USPTO patents (1976-2016). The task is: Predict the product of the given reaction. (1) Given the reactants [CH3:1][O:2][C:3]1[CH:8]=[CH:7][CH:6]=[CH:5][C:4]=1[C:9]1[CH:14]=[CH:13][C:12]([CH:15]=O)=[CH:11][CH:10]=1.[CH3:17][NH:18][CH2:19][CH:20]([C:22]1[CH:27]=[CH:26][CH:25]=[CH:24][CH:23]=1)[OH:21].[BH-](OC(C)=O)(OC(C)=O)OC(C)=O.[Na+], predict the reaction product. The product is: [CH3:1][O:2][C:3]1[CH:8]=[CH:7][CH:6]=[CH:5][C:4]=1[C:9]1[CH:10]=[CH:11][C:12]([CH2:15][N:18]([CH2:19][CH:20]([C:22]2[CH:27]=[CH:26][CH:25]=[CH:24][CH:23]=2)[OH:21])[CH3:17])=[CH:13][CH:14]=1. (2) Given the reactants [CH3:1][C:2]1[CH:3]=[C:4]2[C:8](=[CH:9][CH:10]=1)[C:7](=[O:11])[N:6](CC=CC1C=CC=CC=1)[CH2:5]2.C(O)C, predict the reaction product. The product is: [CH3:1][C:2]1[CH:3]=[C:4]2[C:8](=[CH:9][CH:10]=1)[C:7](=[O:11])[NH:6][CH2:5]2. (3) Given the reactants ClC1N=C(Cl)N=CN=1.CN(C=O)C.C(N(C(C)C)C(C)C)C.NC1C(C)=C(C=CC=1)C(N)=O.Cl[C:35]1[N:40]=[CH:39][N:38]=[C:37]([NH:41][C:42]2[C:43]([CH3:51])=[C:44]([CH:48]=[CH:49][CH:50]=2)[C:45]([NH2:47])=[O:46])[N:36]=1.[CH3:52][C:53]1[CH:54]=[C:55]([N:60]2[CH2:65][CH2:64][NH:63][CH2:62][CH2:61]2)[CH:56]=[CH:57][C:58]=1[CH3:59], predict the reaction product. The product is: [CH3:52][C:53]1[CH:54]=[C:55]([N:60]2[CH2:61][CH2:62][N:63]([C:35]3[N:40]=[CH:39][N:38]=[C:37]([NH:41][C:42]4[C:43]([CH3:51])=[C:44]([CH:48]=[CH:49][CH:50]=4)[C:45]([NH2:47])=[O:46])[N:36]=3)[CH2:64][CH2:65]2)[CH:56]=[CH:57][C:58]=1[CH3:59]. (4) Given the reactants [CH2:1]([C:3]([C:24]1[CH:37]=[CH:36][C:27]([O:28][CH2:29][C@H:30]2[O:34][C:33](=[O:35])[CH2:32][CH2:31]2)=[C:26]([CH3:38])[CH:25]=1)([C:6]1[CH:11]=[CH:10][C:9](/[CH:12]=[CH:13]/[C:14]([CH2:21][CH3:22])([OH:20])[C:15]#[C:16][CH2:17][CH2:18][CH3:19])=[C:8]([CH3:23])[CH:7]=1)[CH2:4][CH3:5])[CH3:2].C[OH:40], predict the reaction product. The product is: [CH2:4]([C:3]([C:24]1[CH:37]=[CH:36][C:27]([O:28][CH2:29][C@@H:30]([OH:34])[CH2:31][CH2:32][C:33]([OH:35])=[O:40])=[C:26]([CH3:38])[CH:25]=1)([C:6]1[CH:11]=[CH:10][C:9](/[CH:12]=[CH:13]/[C:14]([CH2:21][CH3:22])([OH:20])[C:15]#[C:16][CH2:17][CH2:18][CH3:19])=[C:8]([CH3:23])[CH:7]=1)[CH2:1][CH3:2])[CH3:5]. (5) Given the reactants [CH3:1][O:2][P:3]([CH:7]([OH:17])[C:8]1[CH:13]=[CH:12][CH:11]=[C:10]([N+:14]([O-:16])=[O:15])[CH:9]=1)(=[O:6])[O:4][CH3:5].[O:18]1[CH:23]=[CH:22][CH2:21][CH2:20][CH2:19]1.C1(C)C=CC(S(O)(=O)=O)=CC=1, predict the reaction product. The product is: [CH3:1][O:2][P:3]([CH:7]([C:8]1[CH:13]=[CH:12][CH:11]=[C:10]([N+:14]([O-:16])=[O:15])[CH:9]=1)[O:17][CH:19]1[CH2:20][CH2:21][CH2:22][CH2:23][O:18]1)(=[O:6])[O:4][CH3:5]. (6) Given the reactants C[O:2][C:3]([C:5]1[C:31]([N:32]2[CH2:37][CH2:36][CH:35]([C:38]([F:41])([F:40])[F:39])[CH2:34][CH2:33]2)=[CH:30][C:8]2[N:9]([CH3:29])[C:10]([NH:12][C:13]3[C:18]([Cl:19])=[CH:17][CH:16]=[C:15]([CH2:20][NH:21][C:22](=[O:27])[C:23]([CH3:26])([CH3:25])[CH3:24])[C:14]=3[Cl:28])=[N:11][C:7]=2[CH:6]=1)=[O:4].[OH-].[Na+], predict the reaction product. The product is: [Cl:28][C:14]1[C:15]([CH2:20][NH:21][C:22](=[O:27])[C:23]([CH3:26])([CH3:25])[CH3:24])=[CH:16][CH:17]=[C:18]([Cl:19])[C:13]=1[NH:12][C:10]1[N:9]([CH3:29])[C:8]2[CH:30]=[C:31]([N:32]3[CH2:33][CH2:34][CH:35]([C:38]([F:41])([F:40])[F:39])[CH2:36][CH2:37]3)[C:5]([C:3]([OH:4])=[O:2])=[CH:6][C:7]=2[N:11]=1. (7) Given the reactants [C-:1]#[N:2].[K+].I[CH2:5][CH2:6][C:7]1[CH:12]=[CH:11][C:10]([O:13][CH3:14])=[C:9]([O:15][CH3:16])[CH:8]=1, predict the reaction product. The product is: [CH3:16][O:15][C:9]1[CH:8]=[C:7]([CH2:6][CH2:5][C:1]#[N:2])[CH:12]=[CH:11][C:10]=1[O:13][CH3:14].